From a dataset of Catalyst prediction with 721,799 reactions and 888 catalyst types from USPTO. Predict which catalyst facilitates the given reaction. (1) The catalyst class is: 10. Reactant: Cl[C:2]1[CH:11]=[CH:10][C:9]2[C:4](=[CH:5][CH:6]=[C:7]([Cl:22])[C:8]=2[NH:12][C:13](=[O:21])[CH2:14][CH:15]2[CH2:20][CH2:19][CH2:18][CH2:17][CH2:16]2)[N:3]=1.[NH:23]1[CH2:28][CH2:27][CH2:26][C@H:25]([NH2:29])[CH2:24]1.C(N(CC)CC)C. Product: [NH2:29][C@H:25]1[CH2:26][CH2:27][CH2:28][N:23]([C:2]2[CH:11]=[CH:10][C:9]3[C:4](=[CH:5][CH:6]=[C:7]([Cl:22])[C:8]=3[NH:12][C:13](=[O:21])[CH2:14][CH:15]3[CH2:20][CH2:19][CH2:18][CH2:17][CH2:16]3)[N:3]=2)[CH2:24]1. (2) Reactant: Cl[C:2]1[CH:7]=[CH:6][N:5]=[C:4]([C:8]#[N:9])[CH:3]=1.C(=O)([O-])[O-].[K+].[K+].[Cl:16][C:17]1[CH:22]=[CH:21][C:20]([C:23]([F:26])([F:25])[F:24])=[CH:19][C:18]=1B(O)O.[Cl-].[NH4+]. Product: [Cl:16][C:17]1[CH:18]=[CH:19][C:20]([C:23]([F:24])([F:25])[F:26])=[CH:21][C:22]=1[C:2]1[CH:7]=[CH:6][N:5]=[C:4]([C:8]#[N:9])[CH:3]=1. The catalyst class is: 12. (3) Reactant: [C:1]([N:9]1[CH2:22][CH2:21][C:20]2[C:19]3[C:18]([Br:23])=[CH:17][CH:16]=[CH:15][C:14]=3[NH:13][C:12]=2[CH2:11][CH2:10]1)(=[O:8])C1C=CC=CC=1.[OH-].[K+].C(O)CO.C(OC([O:32][C:33]([CH3:36])([CH3:35])[CH3:34])=O)([O:32][C:33]([CH3:36])([CH3:35])[CH3:34])=O. Product: [C:33]([O:32][C:1]([N:9]1[CH2:22][CH2:21][C:20]2[C:19]3[C:18]([Br:23])=[CH:17][CH:16]=[CH:15][C:14]=3[NH:13][C:12]=2[CH2:11][CH2:10]1)=[O:8])([CH3:36])([CH3:35])[CH3:34]. The catalyst class is: 12.